Dataset: Retrosynthesis with 50K atom-mapped reactions and 10 reaction types from USPTO. Task: Predict the reactants needed to synthesize the given product. (1) Given the product COC(=O)c1ccc(S(=O)(=O)N(Cc2ccc(C3(C#N)CC3)cc2)c2ncc(C(F)(F)F)cc2Cl)cc1, predict the reactants needed to synthesize it. The reactants are: COC(=O)c1ccc(S(=O)(=O)Nc2ncc(C(F)(F)F)cc2Cl)cc1.N#CC1(c2ccc(CBr)cc2)CC1. (2) The reactants are: Brc1cccc(Br)c1.CN(C)c1ccc2c(=O)[nH]ccc2c1. Given the product CN(C)c1ccc2c(=O)n(-c3cccc(Br)c3)ccc2c1, predict the reactants needed to synthesize it. (3) Given the product COc1ccc(CNc2ccnc(Cl)c2C(=O)NCc2ccc(F)c(F)c2)cc1, predict the reactants needed to synthesize it. The reactants are: COc1ccc(CN)cc1.O=C(NCc1ccc(F)c(F)c1)c1c(I)ccnc1Cl. (4) Given the product NC1=NS(=O)(=O)c2cccc(O)c21, predict the reactants needed to synthesize it. The reactants are: COc1cccc2c1C(N)=NS2(=O)=O.